Dataset: Full USPTO retrosynthesis dataset with 1.9M reactions from patents (1976-2016). Task: Predict the reactants needed to synthesize the given product. (1) Given the product [Br:1][C:2]1[CH:10]=[CH:9][C:5]([C:6]([NH:17][CH3:16])=[O:8])=[C:4]([N:11]2[CH:15]=[N:14][CH:13]=[N:12]2)[CH:3]=1, predict the reactants needed to synthesize it. The reactants are: [Br:1][C:2]1[CH:10]=[CH:9][C:5]([C:6]([OH:8])=O)=[C:4]([N:11]2[CH:15]=[N:14][CH:13]=[N:12]2)[CH:3]=1.[CH3:16][NH2:17]. (2) Given the product [F:12][C:9]1[CH:10]=[C:11]2[C:6](=[CH:7][C:8]=1[O:13][CH3:14])[N:5]([S:15]([CH3:18])(=[O:17])=[O:16])[CH:4]=[CH:3]2, predict the reactants needed to synthesize it. The reactants are: CO[CH:3](OC)[CH2:4][N:5]([S:15]([CH3:18])(=[O:17])=[O:16])[C:6]1[CH:11]=[CH:10][C:9]([F:12])=[C:8]([O:13][CH3:14])[CH:7]=1.C(=O)(O)[O-]. (3) Given the product [NH2:8][C:6]1[CH:7]=[C:2]([Cl:1])[CH:3]=[C:4]([N:11]2[C:15](=[O:16])[N:14]([CH3:17])[N:13]=[N:12]2)[CH:5]=1, predict the reactants needed to synthesize it. The reactants are: [Cl:1][C:2]1[CH:3]=[C:4]([N:11]2[C:15](=[O:16])[N:14]([CH3:17])[N:13]=[N:12]2)[CH:5]=[C:6]([N+:8]([O-])=O)[CH:7]=1.O.O.Cl[Sn]Cl.